From a dataset of Full USPTO retrosynthesis dataset with 1.9M reactions from patents (1976-2016). Predict the reactants needed to synthesize the given product. (1) Given the product [Cl:35][C:32]1[CH:33]=[CH:34][C:29]([CH:28]([C:36]2([NH:39][C:40](=[O:46])[O:41][C:42]([CH3:44])([CH3:43])[CH3:45])[CH2:37][CH2:38]2)[CH2:27][OH:26])=[CH:30][CH:31]=1, predict the reactants needed to synthesize it. The reactants are: CCCC[N+](CCCC)(CCCC)CCCC.[F-].[Si]([O:26][CH2:27][CH:28]([C:36]1([NH:39][C:40](=[O:46])[O:41][C:42]([CH3:45])([CH3:44])[CH3:43])[CH2:38][CH2:37]1)[C:29]1[CH:34]=[CH:33][C:32]([Cl:35])=[CH:31][CH:30]=1)(C(C)(C)C)(C)C.[NH4+].[Cl-]. (2) Given the product [Si:46]([O:21][C:18]1[CH:19]=[CH:20][C:12]([NH:11][C:9](=[O:10])[O:8][CH2:1][C:2]2[CH:3]=[CH:4][CH:5]=[CH:6][CH:7]=2)=[C:13]([C:14]([N:24]([O:25][CH3:26])[CH3:23])=[O:16])[CH:17]=1)([C:49]([CH3:52])([CH3:51])[CH3:50])([CH3:48])[CH3:47], predict the reactants needed to synthesize it. The reactants are: [CH2:1]([O:8][C:9]([NH:11][C:12]1[CH:20]=[CH:19][C:18]([OH:21])=[CH:17][C:13]=1[C:14]([OH:16])=O)=[O:10])[C:2]1[CH:7]=[CH:6][CH:5]=[CH:4][CH:3]=1.Cl.[CH3:23][NH:24][O:25][CH3:26].C(N(CC)CC)C.Cl.C(N=C=NCCCN(C)C)C.[Si:46](Cl)([C:49]([CH3:52])([CH3:51])[CH3:50])([CH3:48])[CH3:47].N1C=CN=C1. (3) Given the product [OH:10][CH2:11][C:12]1[CH:17]=[CH:16][C:15]([C:2]2[CH:3]=[CH:4][C:5]([CH:8]=[O:9])=[N:6][CH:7]=2)=[CH:14][CH:13]=1, predict the reactants needed to synthesize it. The reactants are: Br[C:2]1[CH:3]=[CH:4][C:5]([CH:8]=[O:9])=[N:6][CH:7]=1.[OH:10][CH2:11][C:12]1[CH:17]=[CH:16][C:15](B(O)O)=[CH:14][CH:13]=1.C([O-])([O-])=O.[Na+].[Na+].CCOC(C)=O.CCCCCC. (4) The reactants are: [Li]CCCC.[CH3:6][CH:7]1[CH2:12][CH2:11][CH2:10][N:9]([CH3:13])[C:8]1([CH3:15])[CH3:14].CC1CCCN(C)C1(C)C.[Li:26].[Cl:27][C:28]1[CH:33]=[C:32]([O:34][CH3:35])[CH:31]=[CH:30][N:29]=1.[CH:36]1([C:40](OC)=[O:41])[CH2:39][CH2:38][CH2:37]1. Given the product [CH3:6][CH:7]1[CH2:12][CH2:11][CH2:10][N:9]([CH3:13])[C:8]1([CH3:15])[CH3:14].[Li:26].[Cl:27][C:28]1[C:33]([C:40]([CH:36]2[CH2:39][CH2:38][CH2:37]2)=[O:41])=[C:32]([O:34][CH3:35])[CH:31]=[CH:30][N:29]=1, predict the reactants needed to synthesize it. (5) Given the product [F:40][C:31]1[C:32]([O:38][CH3:39])=[CH:33][C:34]([O:36][CH3:37])=[CH:35][C:30]=1[C:12]1[C:11](=[O:41])[N:10]([CH2:9][CH2:8][C:4]2[CH:3]=[C:2]([NH:1][C:42](=[O:45])[CH:43]=[CH2:44])[CH:7]=[CH:6][CH:5]=2)[C:15]2[N:16]=[C:17]([NH:20][CH2:21][CH2:22][CH2:23][CH2:24][N:25]([CH2:28][CH3:29])[CH2:26][CH3:27])[N:18]=[CH:19][C:14]=2[CH:13]=1, predict the reactants needed to synthesize it. The reactants are: [NH2:1][C:2]1[CH:3]=[C:4]([CH2:8][CH2:9][N:10]2[C:15]3[N:16]=[C:17]([NH:20][CH2:21][CH2:22][CH2:23][CH2:24][N:25]([CH2:28][CH3:29])[CH2:26][CH3:27])[N:18]=[CH:19][C:14]=3[CH:13]=[C:12]([C:30]3[CH:35]=[C:34]([O:36][CH3:37])[CH:33]=[C:32]([O:38][CH3:39])[C:31]=3[F:40])[C:11]2=[O:41])[CH:5]=[CH:6][CH:7]=1.[C:42](Cl)(=[O:45])[CH:43]=[CH2:44]. (6) Given the product [F:1][C:2]1[CH:7]=[C:6]([CH3:8])[CH:5]=[C:4]([NH:9][CH:10]2[CH2:15][CH2:14][N:13]([C@H:16]3[CH2:21][CH2:20][C@@H:19]([O:22][CH3:23])[CH2:18][CH2:17]3)[CH2:12][CH2:11]2)[C:3]=1[NH2:24], predict the reactants needed to synthesize it. The reactants are: [F:1][C:2]1[C:3]([N+:24]([O-])=O)=[C:4]([NH:9][CH:10]2[CH2:15][CH2:14][N:13]([C@H:16]3[CH2:21][CH2:20][C@@H:19]([O:22][CH3:23])[CH2:18][CH2:17]3)[CH2:12][CH2:11]2)[CH:5]=[C:6]([CH3:8])[CH:7]=1.O.NN.